Dataset: Full USPTO retrosynthesis dataset with 1.9M reactions from patents (1976-2016). Task: Predict the reactants needed to synthesize the given product. (1) Given the product [NH2:1][C:2]1[C:10]([O:11][CH3:12])=[CH:9][CH:8]=[CH:7][C:3]=1[C:4]([NH2:15])=[O:5], predict the reactants needed to synthesize it. The reactants are: [NH2:1][C:2]1[C:10]([O:11][CH3:12])=[CH:9][CH:8]=[CH:7][C:3]=1[C:4](O)=[O:5].CC[N:15]=C=NCCCN(C)C.Cl.C1C=CC2N(O)N=NC=2C=1.CN1CCOCC1.[NH4+].[OH-]. (2) Given the product [F:1][C:2]1[CH:7]=[CH:6][C:5]([S:8]([C:11]2[CH:12]=[CH:13][C:14]([CH2:21][CH2:22][CH3:23])=[C:15]([S:17]([NH:32][CH2:31][CH2:30][C:27]3[CH:28]=[CH:29][N:24]=[CH:25][CH:26]=3)(=[O:19])=[O:18])[CH:16]=2)(=[O:10])=[O:9])=[CH:4][CH:3]=1, predict the reactants needed to synthesize it. The reactants are: [F:1][C:2]1[CH:7]=[CH:6][C:5]([S:8]([C:11]2[CH:12]=[CH:13][C:14]([CH2:21][CH2:22][CH3:23])=[C:15]([S:17](Cl)(=[O:19])=[O:18])[CH:16]=2)(=[O:10])=[O:9])=[CH:4][CH:3]=1.[N:24]1[CH:29]=[CH:28][C:27]([CH2:30][CH2:31][NH2:32])=[CH:26][CH:25]=1. (3) Given the product [CH:1]1([CH2:4][O:5][C:6]2[CH:14]=[CH:13][C:9]3[O:10][CH2:11][O:12][C:8]=3[C:7]=2[C:15]2[C:16]3[N:23]([CH2:24][O:25][CH2:26][CH2:27][Si:28]([CH3:29])([CH3:31])[CH3:30])[C:22]([CH3:32])=[C:21]([C:33]([NH:58][CH:59]4[CH2:60][CH2:61][N:62]([C:65]([O:67][C:68]([CH3:71])([CH3:70])[CH3:69])=[O:66])[CH2:63][CH2:64]4)=[O:34])[C:17]=3[N:18]=[CH:19][N:20]=2)[CH2:3][CH2:2]1, predict the reactants needed to synthesize it. The reactants are: [CH:1]1([CH2:4][O:5][C:6]2[CH:14]=[CH:13][C:9]3[O:10][CH2:11][O:12][C:8]=3[C:7]=2[C:15]2[C:16]3[N:23]([CH2:24][O:25][CH2:26][CH2:27][Si:28]([CH3:31])([CH3:30])[CH3:29])[C:22]([CH3:32])=[C:21]([C:33](O)=[O:34])[C:17]=3[N:18]=[CH:19][N:20]=2)[CH2:3][CH2:2]1.C(N(CC)CC)C.C1C=CC2N(O)N=NC=2C=1.C(Cl)CCl.Cl.[NH2:58][CH:59]1[CH2:64][CH2:63][N:62]([C:65]([O:67][C:68]([CH3:71])([CH3:70])[CH3:69])=[O:66])[CH2:61][CH2:60]1. (4) Given the product [C:5]([O:4][CH2:1][CH2:2][C:19]1[C:20]2[C:25](=[CH:24][CH:23]=[CH:22][CH:21]=2)[C:16]([O:15][CH2:8][C:9]2[CH:14]=[CH:13][CH:12]=[CH:11][CH:10]=2)=[CH:17][C:18]=1[N+:29]([O-:31])=[O:30])(=[O:7])[CH3:6], predict the reactants needed to synthesize it. The reactants are: [C:1]([O:4][C:5](=[O:7])[CH3:6])(=O)[CH3:2].[CH2:8]([O:15][C:16]1[C:25]2[C:20](=[CH:21][CH:22]=[CH:23][CH:24]=2)[C:19](CCO)=[C:18]([N+:29]([O-:31])=[O:30])[CH:17]=1)[C:9]1[CH:14]=[CH:13][CH:12]=[CH:11][CH:10]=1. (5) Given the product [N:15]1[CH:20]=[CH:19][CH:18]=[CH:17][C:16]=1[S:21][S:1][CH2:2][CH2:3][CH2:4][CH2:5][CH2:6][CH2:7][CH2:8][CH2:9][CH2:10][CH2:11][C:12]([OH:14])=[O:13], predict the reactants needed to synthesize it. The reactants are: [SH:1][CH2:2][CH2:3][CH2:4][CH2:5][CH2:6][CH2:7][CH2:8][CH2:9][CH2:10][CH2:11][C:12]([OH:14])=[O:13].[N:15]1[CH:20]=[CH:19][CH:18]=[CH:17][C:16]=1[S:21][S:21][C:16]1[CH:17]=[CH:18][CH:19]=[CH:20][N:15]=1. (6) Given the product [Br:1][C:2]1[CH:3]=[CH:4][C:5]([CH3:17])=[C:6]([CH:16]=1)[CH2:7][N:8]1[C:12]([CH2:13][OH:14])=[N:11][N:10]([CH3:18])[C:9]1=[O:15], predict the reactants needed to synthesize it. The reactants are: [Br:1][C:2]1[CH:3]=[CH:4][C:5]([CH3:17])=[C:6]([CH:16]=1)[CH2:7][N:8]1[C:12]([CH2:13][OH:14])=[N:11][NH:10][C:9]1=[O:15].[C:18](=O)([O-])[O-].[K+].[K+].CI.Cl.